From a dataset of Forward reaction prediction with 1.9M reactions from USPTO patents (1976-2016). Predict the product of the given reaction. Given the reactants [C:1]([O-:4])(=[O:3])[CH3:2].[K+].C(O)(=O)C.Cl[CH2:11][C:12]([C:14]1[CH:19]=[CH:18][CH:17]=[CH:16][CH:15]=1)=[O:13].O, predict the reaction product. The product is: [C:1]([O:4][CH2:11][C:12]([C:14]1[CH:19]=[CH:18][CH:17]=[CH:16][CH:15]=1)=[O:13])(=[O:3])[CH3:2].